This data is from Full USPTO retrosynthesis dataset with 1.9M reactions from patents (1976-2016). The task is: Predict the reactants needed to synthesize the given product. (1) Given the product [I:1][C:2]1[C:10]2[C:5](=[N:6][CH:7]=[C:8]([C:11]3[CH:12]=[C:13]([NH:17][C:18](=[O:24])[O:19][C:20]([CH3:21])([CH3:23])[CH3:22])[CH:14]=[CH:15][CH:16]=3)[CH:9]=2)[N:4]([S:33]([C:30]2[CH:31]=[CH:32][C:27]([CH3:37])=[CH:28][CH:29]=2)(=[O:35])=[O:34])[CH:3]=1, predict the reactants needed to synthesize it. The reactants are: [I:1][C:2]1[C:10]2[C:5](=[N:6][CH:7]=[C:8]([C:11]3[CH:12]=[C:13]([NH:17][C:18](=[O:24])[O:19][C:20]([CH3:23])([CH3:22])[CH3:21])[CH:14]=[CH:15][CH:16]=3)[CH:9]=2)[NH:4][CH:3]=1.[H-].[Na+].[C:27]1([CH3:37])[CH:32]=[CH:31][C:30]([S:33](Cl)(=[O:35])=[O:34])=[CH:29][CH:28]=1. (2) Given the product [F:19][C:13]1[C:14]([F:18])=[CH:15][CH:16]=[CH:17][C:12]=1[CH2:11][S:10][C:4]1[N:3]=[C:2]([NH:28][S:25]([N:24]([CH2:23][CH2:22][N:21]([CH3:30])[CH3:20])[CH3:29])(=[O:27])=[O:26])[CH:7]=[C:6]([O:8][CH3:9])[N:5]=1, predict the reactants needed to synthesize it. The reactants are: Cl[C:2]1[CH:7]=[C:6]([O:8][CH3:9])[N:5]=[C:4]([S:10][CH2:11][C:12]2[CH:17]=[CH:16][CH:15]=[C:14]([F:18])[C:13]=2[F:19])[N:3]=1.[CH3:20][N:21]([CH3:30])[CH2:22][CH2:23][N:24]([CH3:29])[S:25]([NH2:28])(=[O:27])=[O:26].C1(P(C2CCCCC2)C2(C(C)C)CC=CC=C2C2C(C(C)C)=CC(C(C)C)=CC=2)CCCCC1.C(=O)([O-])[O-].[Cs+].[Cs+]. (3) Given the product [ClH:15].[I:14][C:10]1[CH:11]=[CH:12][CH:13]=[C:5]([NH2:4])[C:6]=1[C:7]([OH:9])=[O:8], predict the reactants needed to synthesize it. The reactants are: C([NH:4][C:5]1[C:6](=[C:10]([I:14])[CH:11]=[CH:12][CH:13]=1)[C:7]([OH:9])=[O:8])(=O)C.[ClH:15]. (4) Given the product [C:32]([N:17]1[C:18]2[CH:19]=[CH:20][C:12]([C:10]([N:7]3[CH2:8][CH2:9][CH:4]([CH3:3])[CH2:5][CH2:6]3)=[O:11])=[CH:13][C:14]=2[C:15]2[CH2:24][N:23]([C:25]([O:27][C:28]([CH3:30])([CH3:29])[CH3:31])=[O:26])[CH2:22][CH2:21][C:16]1=2)(=[O:36])[CH2:33][CH2:34][CH3:35], predict the reactants needed to synthesize it. The reactants are: [H-].[Na+].[CH3:3][CH:4]1[CH2:9][CH2:8][N:7]([C:10]([C:12]2[CH:20]=[CH:19][C:18]3[NH:17][C:16]4[CH2:21][CH2:22][N:23]([C:25]([O:27][C:28]([CH3:31])([CH3:30])[CH3:29])=[O:26])[CH2:24][C:15]=4[C:14]=3[CH:13]=2)=[O:11])[CH2:6][CH2:5]1.[C:32](Cl)(=[O:36])[CH2:33][CH2:34][CH3:35]. (5) Given the product [OH:32][C@H:31]([C:22]1[CH:23]=[CH:24][C:25]2[C:26](=[O:30])[O:27][CH2:28][C:29]=2[C:21]=1[CH3:20])[CH2:33][N:6]1[CH2:5][CH2:4][N:3]([C:8]2[CH:17]=[C:16]3[C:11]([CH:12]=[C:13]([C:18]#[N:19])[CH:14]=[N:15]3)=[CH:10][CH:9]=2)[C:2](=[O:1])[CH2:7]1, predict the reactants needed to synthesize it. The reactants are: [O:1]=[C:2]1[CH2:7][NH:6][CH2:5][CH2:4][N:3]1[C:8]1[CH:17]=[C:16]2[C:11]([CH:12]=[C:13]([C:18]#[N:19])[CH:14]=[N:15]2)=[CH:10][CH:9]=1.[CH3:20][C:21]1[C:29]2[CH2:28][O:27][C:26](=[O:30])[C:25]=2[CH:24]=[CH:23][C:22]=1[C@@H:31]1[CH2:33][O:32]1. (6) Given the product [CH2:32]([O:31][CH2:30][CH2:29][O:28][CH2:27][CH2:26][O:25][CH2:24][CH2:23][O:40][C:3]1[N:12]=[C:11]([N:13]([C:15]2[CH:20]=[CH:19][C:18]([O:21][CH3:22])=[CH:17][CH:16]=2)[CH3:14])[C:10]2[C:5](=[CH:6][CH:7]=[CH:8][CH:9]=2)[N:4]=1)[CH3:33], predict the reactants needed to synthesize it. The reactants are: Cl.Cl[C:3]1[N:12]=[C:11]([N:13]([C:15]2[CH:20]=[CH:19][C:18]([O:21][CH3:22])=[CH:17][CH:16]=2)[CH3:14])[C:10]2[C:5](=[CH:6][CH:7]=[CH:8][CH:9]=2)[N:4]=1.[CH2:23]1[O:40]CCOCCO[CH2:33][CH2:32][O:31][CH2:30][CH2:29][O:28][CH2:27][CH2:26][O:25][CH2:24]1.CC(C)([O-])C.[K+].[OH-].[K+].C(I)C. (7) The reactants are: [CH3:1][O:2][CH2:3][CH2:4][O:5][CH2:6][CH2:7][O:8][C:9]1[CH:10]=[C:11]([CH:14]=[CH:15][CH:16]=1)[CH:12]=O.C(O)(=O)[CH2:18][C:19]([OH:21])=[O:20].N1CCCCC1. Given the product [CH3:1][O:2][CH2:3][CH2:4][O:5][CH2:6][CH2:7][O:8][C:9]1[CH:10]=[C:11]([CH:12]=[CH:18][C:19]([OH:21])=[O:20])[CH:14]=[CH:15][CH:16]=1, predict the reactants needed to synthesize it.